This data is from Full USPTO retrosynthesis dataset with 1.9M reactions from patents (1976-2016). The task is: Predict the reactants needed to synthesize the given product. (1) Given the product [Cl:1][C:2]1[CH:3]=[C:4]([CH:9]=[CH:10][C:11]=1[C:12]#[N:13])[C:5]([OH:7])=[O:6], predict the reactants needed to synthesize it. The reactants are: [Cl:1][C:2]1[CH:3]=[C:4]([CH:9]=[CH:10][C:11]=1[C:12]#[N:13])[C:5]([O:7]C)=[O:6].[OH-].[Li+]. (2) The reactants are: [NH2:1][C:2]([C@:4]1([CH2:34][O:35][Si:36]([C:39]([CH3:42])([CH3:41])[CH3:40])([CH3:38])[CH3:37])[CH2:8][CH2:7][C@H:6]([C:9]2[CH:14]=[CH:13][C:12]([O:15][CH2:16][C:17]3[CH:22]=[CH:21][CH:20]=[CH:19][C:18]=3[F:23])=[CH:11][CH:10]=2)[N:5]1C(OCC1C=CC=CC=1)=O)=[O:3]. Given the product [CH3:42][C:39]([Si:36]([CH3:38])([CH3:37])[O:35][CH2:34][C@@:4]1([C:2]([NH2:1])=[O:3])[CH2:8][CH2:7][C@H:6]([C:9]2[CH:14]=[CH:13][C:12]([O:15][CH2:16][C:17]3[CH:22]=[CH:21][CH:20]=[CH:19][C:18]=3[F:23])=[CH:11][CH:10]=2)[NH:5]1)([CH3:40])[CH3:41], predict the reactants needed to synthesize it.